This data is from Full USPTO retrosynthesis dataset with 1.9M reactions from patents (1976-2016). The task is: Predict the reactants needed to synthesize the given product. (1) The reactants are: [NH2:1][C@H:2]([C:22]([OH:24])=[O:23])[CH2:3][C:4]1[CH:11]=[C:9]([I:10])[C:8]([O:12][C:13]2[CH:20]=[C:18]([I:19])[C:17]([OH:21])=[C:15]([I:16])[CH:14]=2)=[C:6]([I:7])[CH:5]=1.C([O-])([O-])=O.[Na+].[Na+].[C:31]([O:35][C:36](O[C:36]([O:35][C:31]([CH3:34])([CH3:33])[CH3:32])=[O:37])=[O:37])([CH3:34])([CH3:33])[CH3:32]. Given the product [C:36]([NH:1][C@H:2]([C:22]([OH:24])=[O:23])[CH2:3][C:4]1[CH:5]=[C:6]([I:7])[C:8]([O:12][C:13]2[CH:14]=[C:15]([I:16])[C:17]([OH:21])=[C:18]([I:19])[CH:20]=2)=[C:9]([I:10])[CH:11]=1)([O:35][C:31]([CH3:34])([CH3:33])[CH3:32])=[O:37], predict the reactants needed to synthesize it. (2) Given the product [C:38]([C:42]1[CH:43]=[CH:44][C:45]([CH2:46][N:19]2[CH2:20][CH:16]([CH2:15][CH2:14][O:13][C:10]3[CH:11]=[CH:12][C:7]([CH2:6][C:5]([CH3:34])([O:23][C:24]4[CH:29]=[CH:28][C:27]([C:30]([F:31])([F:33])[F:32])=[CH:26][CH:25]=4)[C:4]([OH:3])=[O:35])=[CH:8][CH:9]=3)[N:17]([CH3:22])[C:18]2=[O:21])=[CH:48][CH:49]=1)([CH3:41])([CH3:39])[CH3:40], predict the reactants needed to synthesize it. The reactants are: C([O:3][C:4](=[O:35])[C:5]([CH3:34])([O:23][C:24]1[CH:29]=[CH:28][C:27]([C:30]([F:33])([F:32])[F:31])=[CH:26][CH:25]=1)[CH2:6][C:7]1[CH:12]=[CH:11][C:10]([O:13][CH2:14][CH2:15][CH:16]2[CH2:20][NH:19][C:18](=[O:21])[N:17]2[CH3:22])=[CH:9][CH:8]=1)C.[H-].[Na+].[C:38]([C:42]1[CH:49]=[CH:48][C:45]([CH2:46]Br)=[CH:44][CH:43]=1)([CH3:41])([CH3:40])[CH3:39]. (3) Given the product [Cl:13][C:10]1[CH:11]=[CH:12][C:7]([P:16](=[O:21])([O:19][CH3:20])[O:17][CH3:18])=[CH:8][CH:9]=1, predict the reactants needed to synthesize it. The reactants are: FC(F)(F)S(O[C:7]1[CH:12]=[CH:11][C:10]([Cl:13])=[CH:9][CH:8]=1)(=O)=O.[P:16]([O-:21])([O:19][CH3:20])[O:17][CH3:18].C(N(CC)CC)C. (4) The reactants are: [F:1][C:2]1[CH:7]=[CH:6][C:5]([NH:8][C:9]([CH2:11][C:12]2[CH:35]=[CH:34][C:15]3[C:16]([CH2:19][CH2:20][CH:21]4[CH2:26][CH2:25][N:24]([C:27]([O:29][C:30]([CH3:33])([CH3:32])[CH3:31])=[O:28])[CH2:23][CH2:22]4)=[N:17][O:18][C:14]=3[C:13]=2[CH2:36][O:37]C2CCCCO2)=[O:10])=[CH:4][CH:3]=1.C1(C)C=CC(S([O-])(=O)=O)=CC=1.[NH+]1C=CC=CC=1.C(=O)(O)[O-].[Na+].O. Given the product [F:1][C:2]1[CH:7]=[CH:6][C:5]([NH:8][C:9]([CH2:11][C:12]2[CH:35]=[CH:34][C:15]3[C:16]([CH2:19][CH2:20][CH:21]4[CH2:22][CH2:23][N:24]([C:27]([O:29][C:30]([CH3:33])([CH3:31])[CH3:32])=[O:28])[CH2:25][CH2:26]4)=[N:17][O:18][C:14]=3[C:13]=2[CH2:36][OH:37])=[O:10])=[CH:4][CH:3]=1, predict the reactants needed to synthesize it. (5) Given the product [CH:1]12[NH:12][CH:9]([CH2:10][CH2:11]1)[CH2:8][C:7]1[CH:6]=[CH:5][C:4]([NH:13][C:15]3[N:20]=[C:19]([NH:21][C@@H:22]4[CH2:27][CH2:26][CH2:25][CH2:24][C@H:23]4[NH:28][S:29]([CH3:32])(=[O:30])=[O:31])[C:18]([Cl:33])=[CH:17][N:16]=3)=[CH:3][C:2]2=1, predict the reactants needed to synthesize it. The reactants are: [CH:1]12[NH:12][CH:9]([CH2:10][CH2:11]1)[CH2:8][C:7]1[CH:6]=[CH:5][C:4]([NH2:13])=[CH:3][C:2]2=1.Cl[C:15]1[N:20]=[C:19]([NH:21][C@@H:22]2[CH2:27][CH2:26][CH2:25][CH2:24][C@H:23]2[NH:28][S:29]([CH3:32])(=[O:31])=[O:30])[C:18]([Cl:33])=[CH:17][N:16]=1. (6) The reactants are: [BH4-].[Na+].[C:3]1([C@@H:9]([N:11]=[C:12]2[C:33]3[C:28](=[CH:29][CH:30]=[CH:31][CH:32]=3)[C:15]3([CH2:20][CH2:19][N:18]([C:21]([O:23][C:24]([CH3:27])([CH3:26])[CH3:25])=[O:22])[CH2:17][CH2:16]3)[CH2:14][CH2:13]2)[CH3:10])[CH:8]=[CH:7][CH:6]=[CH:5][CH:4]=1.C([O-])(O)=O.[Na+]. Given the product [C:3]1([C@@H:9]([NH:11][C@@H:12]2[C:33]3[C:28](=[CH:29][CH:30]=[CH:31][CH:32]=3)[C:15]3([CH2:16][CH2:17][N:18]([C:21]([O:23][C:24]([CH3:26])([CH3:27])[CH3:25])=[O:22])[CH2:19][CH2:20]3)[CH2:14][CH2:13]2)[CH3:10])[CH:8]=[CH:7][CH:6]=[CH:5][CH:4]=1, predict the reactants needed to synthesize it.